Predict the product of the given reaction. From a dataset of Forward reaction prediction with 1.9M reactions from USPTO patents (1976-2016). (1) Given the reactants C(C1C=CC=C(C(C)C)C=1N1C=CN(C2C(C(C)C)=CC=CC=2C(C)C)C1[Cu]Cl)(C)C.CC(C)([O-])C.[Na+].[B:47]1([B:47]2[O:51][C:50]([CH3:53])([CH3:52])[C:49]([CH3:55])([CH3:54])[O:48]2)[O:51][C:50]([CH3:53])([CH3:52])[C:49]([CH3:55])([CH3:54])[O:48]1.[C:56]([C:58]1[CH:63]=[CH:62][CH:61]=[C:60]([C:64]([F:67])([F:66])[F:65])[CH:59]=1)#[CH:57].CO.C(#N)C.C(=O)=O, predict the reaction product. The product is: [CH3:53][C:50]1([CH3:52])[C:49]([CH3:54])([CH3:55])[O:48][B:47]([C:56]([C:58]2[CH:63]=[CH:62][CH:61]=[C:60]([C:64]([F:65])([F:66])[F:67])[CH:59]=2)=[CH2:57])[O:51]1. (2) Given the reactants [NH2:1][C:2]1[C:3]([C:9]([O:11]C)=[O:10])=[N:4][C:5](Br)=[CH:6][N:7]=1.[C:13]1(B(O)O)[CH:18]=[CH:17][CH:16]=[CH:15][CH:14]=1, predict the reaction product. The product is: [NH2:1][C:2]1[C:3]([C:9]([OH:11])=[O:10])=[N:4][C:5]([C:13]2[CH:18]=[CH:17][CH:16]=[CH:15][CH:14]=2)=[CH:6][N:7]=1. (3) Given the reactants Cl[C:2]1[CH:7]=[C:6]([N:8]2[CH:13]3[CH2:14][CH2:15][CH:9]2[CH2:10][CH:11]([C:16]([F:19])([F:18])[F:17])[CH2:12]3)[C:5]([F:20])=[CH:4][N:3]=1.C[C:22]([N:24](C)C)=O, predict the reaction product. The product is: [F:20][C:5]1[C:6]([N:8]2[CH:13]3[CH2:14][CH2:15][CH:9]2[CH2:10][CH:11]([C:16]([F:19])([F:18])[F:17])[CH2:12]3)=[CH:7][C:2]([C:22]#[N:24])=[N:3][CH:4]=1. (4) Given the reactants [F:1][C:2]1[C:3]([CH2:11]O)=[CH:4][C:5]2[O:9][CH2:8][O:7][C:6]=2[CH:10]=1.C([O-])(O)=O.[Na+].O=S(Cl)[Cl:20], predict the reaction product. The product is: [Cl:20][CH2:11][C:3]1[C:2]([F:1])=[CH:10][C:6]2[O:7][CH2:8][O:9][C:5]=2[CH:4]=1.